The task is: Predict the reactants needed to synthesize the given product.. This data is from Full USPTO retrosynthesis dataset with 1.9M reactions from patents (1976-2016). (1) Given the product [CH3:1][O:2][C:3]1[CH:4]=[C:5]2[C:10](=[CH:11][C:12]=1[O:13][CH3:14])[N:9]=[CH:8][CH:7]=[C:6]2[O:15][C:16]1[CH:21]=[CH:20][C:19]([NH:22][C:38]([C:35]2[C:36](=[O:37])[N:31]([C:28]3[CH:27]=[CH:26][C:25]([F:24])=[CH:30][CH:29]=3)[C:32](=[O:44])[N:33]([CH:41]([CH3:43])[CH3:42])[CH:34]=2)=[O:39])=[CH:18][C:17]=1[CH3:23], predict the reactants needed to synthesize it. The reactants are: [CH3:1][O:2][C:3]1[CH:4]=[C:5]2[C:10](=[CH:11][C:12]=1[O:13][CH3:14])[N:9]=[CH:8][CH:7]=[C:6]2[O:15][C:16]1[CH:21]=[CH:20][C:19]([NH2:22])=[CH:18][C:17]=1[CH3:23].[F:24][C:25]1[CH:30]=[CH:29][C:28]([N:31]2[C:36](=[O:37])[C:35]([C:38](O)=[O:39])=[CH:34][N:33]([CH:41]([CH3:43])[CH3:42])[C:32]2=[O:44])=[CH:27][CH:26]=1. (2) Given the product [CH3:13][N:14]([CH3:23])[C:15]1[CH:22]=[CH:21][C:18]([CH2:19][NH:1][C:2]2[CH:3]=[CH:4][C:5]([C:6]([O:8][CH2:9][CH3:10])=[O:7])=[CH:11][CH:12]=2)=[CH:17][CH:16]=1, predict the reactants needed to synthesize it. The reactants are: [NH2:1][C:2]1[CH:12]=[CH:11][C:5]([C:6]([O:8][CH2:9][CH3:10])=[O:7])=[CH:4][CH:3]=1.[CH3:13][N:14]([CH3:23])[C:15]1[CH:22]=[CH:21][C:18]([CH:19]=O)=[CH:17][CH:16]=1.C(O[BH-](OC(=O)C)OC(=O)C)(=O)C.[Na+].C(=O)([O-])O.[Na+]. (3) Given the product [CH2:9]([OH:16])[C:10]1[CH:15]=[CH:14][CH:13]=[CH:12][CH:11]=1.[CH2:1]([NH2:8])[C:2]1[CH:7]=[CH:6][CH:5]=[CH:4][CH:3]=1, predict the reactants needed to synthesize it. The reactants are: [CH2:1]([NH:8][C:9](=[O:16])[C:10]1[CH:15]=[CH:14][CH:13]=[CH:12][CH:11]=1)[C:2]1[CH:7]=[CH:6][CH:5]=[CH:4][CH:3]=1.[H][H]. (4) The reactants are: [Si:1]([O:8][C@H:9]([CH2:23][O:24][Si:25]([C:28]([CH3:31])([CH3:30])[CH3:29])([CH3:27])[CH3:26])[C@@H:10]([NH:16][S@](C(C)(C)C)=O)[C:11]1[S:12][CH:13]=[CH:14][N:15]=1)([C:4]([CH3:7])([CH3:6])[CH3:5])([CH3:3])[CH3:2].Cl.C(N(CC)C(C)C)(C)C.[C:42]([O:46][C:47](O[C:47]([O:46][C:42]([CH3:45])([CH3:44])[CH3:43])=[O:48])=[O:48])([CH3:45])([CH3:44])[CH3:43]. Given the product [Si:1]([O:8][C@H:9]([CH2:23][O:24][Si:25]([C:28]([CH3:29])([CH3:30])[CH3:31])([CH3:27])[CH3:26])[C@@H:10]([NH:16][C:47](=[O:48])[O:46][C:42]([CH3:45])([CH3:44])[CH3:43])[C:11]1[S:12][CH:13]=[CH:14][N:15]=1)([C:4]([CH3:6])([CH3:5])[CH3:7])([CH3:2])[CH3:3], predict the reactants needed to synthesize it. (5) Given the product [CH3:15][N:14]1[C:10]([C:8]([C:3]2[C:2]([CH3:1])=[CH:7][CH:6]=[CH:5][N:4]=2)=[N:17][OH:18])=[N:11][N:12]=[N:13]1, predict the reactants needed to synthesize it. The reactants are: [CH3:1][C:2]1[C:3]([C:8]([C:10]2[N:14]([CH3:15])[N:13]=[N:12][N:11]=2)=O)=[N:4][CH:5]=[CH:6][CH:7]=1.Cl.[NH2:17][OH:18]. (6) Given the product [C:25]([CH:22]1[CH2:23][CH2:24][CH:19]([O:18][C:13]2[CH:14]=[C:15]3[C:10](=[CH:11][CH:12]=2)[CH2:9][NH:8][CH2:17][CH2:16]3)[CH2:20][CH2:21]1)([CH3:28])([CH3:26])[CH3:27].[ClH:44], predict the reactants needed to synthesize it. The reactants are: C(OC([N:8]1[CH2:17][CH2:16][C:15]2[C:10](=[CH:11][CH:12]=[C:13]([O:18][CH:19]3[CH2:24][CH2:23][CH:22]([C:25]([CH3:28])([CH3:27])[CH3:26])[CH2:21][CH2:20]3)[CH:14]=2)[CH2:9]1)=O)(C)(C)C.O1CCOCC1.CCOCC.CS(C)=O.[ClH:44].